Task: Predict which catalyst facilitates the given reaction.. Dataset: Catalyst prediction with 721,799 reactions and 888 catalyst types from USPTO (1) Reactant: [C:1]([CH2:3][C:4]1([N:15]2[CH:19]=[C:18]([C:20]3[N:25]4[CH:26]=[CH:27][N:28]=[C:24]4[CH:23]=[C:22]([C:29]4[CH:30]=[N:31][N:32]([CH:34]([CH3:36])[CH3:35])[CH:33]=4)[N:21]=3)[CH:17]=[N:16]2)[CH2:7][N:6](C(OC(C)(C)C)=O)[CH2:5]1)#[N:2].[ClH:37].CO. Product: [ClH:37].[CH:34]([N:32]1[CH:33]=[C:29]([C:22]2[N:21]=[C:20]([C:18]3[CH:17]=[N:16][N:15]([C:4]4([CH2:3][C:1]#[N:2])[CH2:5][NH:6][CH2:7]4)[CH:19]=3)[N:25]3[CH:26]=[CH:27][N:28]=[C:24]3[CH:23]=2)[CH:30]=[N:31]1)([CH3:36])[CH3:35]. The catalyst class is: 12. (2) Reactant: [H-].[Na+].[Cl:3][C:4]1[N:14]=[C:13]2[C:7]([N:8]([CH3:16])[C:9](=[O:15])[CH2:10][CH2:11][NH:12]2)=[CH:6][N:5]=1.[CH2:17](Cl)[C:18]#[CH:19]. Product: [Cl:3][C:4]1[N:14]=[C:13]2[C:7](=[CH:6][N:5]=1)[N:8]([CH3:16])[C:9](=[O:15])[CH2:10][CH2:11][N:12]2[CH2:19][C:18]#[CH:17]. The catalyst class is: 44. (3) Reactant: [C:1]([C:5]1[CH:10]=[C:9]([C:11]2[CH:16]=[CH:15][CH:14]=[CH:13][C:12]=2[O:17][CH2:18][CH3:19])[C:8]([N+:20]([O-])=O)=[CH:7][C:6]=1[OH:23])([CH3:4])([CH3:3])[CH3:2]. Product: [C:1]([C:5]1[CH:10]=[C:9]([C:11]2[CH:16]=[CH:15][CH:14]=[CH:13][C:12]=2[O:17][CH2:18][CH3:19])[C:8]([NH2:20])=[CH:7][C:6]=1[OH:23])([CH3:3])([CH3:2])[CH3:4]. The catalyst class is: 94. (4) Product: [Br:1][C:2]1[C:3](/[CH:16]=[C:33](\[CH2:32][CH2:21][CH3:20])/[C:34]([O:36][CH2:37][CH3:38])=[O:35])=[C:4]([O:14][CH3:15])[C:5]2[C:10]([C:11]=1[O:12][CH3:13])=[CH:9][CH:8]=[CH:7][CH:6]=2. Reactant: [Br:1][C:2]1[C:3]([CH:16]=O)=[C:4]([O:14][CH3:15])[C:5]2[C:10]([C:11]=1[O:12][CH3:13])=[CH:9][CH:8]=[CH:7][CH:6]=2.CO[C:20]1C2C(=CC=CC=2)C(OC)=C[C:21]=1/[CH:32]=[C:33](\C)/[C:34]([O:36][CH2:37][CH3:38])=[O:35]. The catalyst class is: 28. (5) Reactant: [CH3:1][C:2](=[N:4][C@@H:5]1[CH2:9][CH2:8][N:7]([C:10]([O:12][C:13]([CH3:16])([CH3:15])[CH3:14])=[O:11])[CH2:6]1)[CH3:3]. Product: [CH:2]([NH:4][C@@H:5]1[CH2:9][CH2:8][N:7]([C:10]([O:12][C:13]([CH3:15])([CH3:14])[CH3:16])=[O:11])[CH2:6]1)([CH3:3])[CH3:1]. The catalyst class is: 663. (6) Reactant: Br[C:2]1[CH:3]=[N:4][C:5]([CH2:8][O:9][CH3:10])=[N:6][CH:7]=1.[F:11][C:12]1[CH:17]=[C:16]([C:18]([O:20][CH3:21])=[O:19])[C:15]([F:22])=[CH:14][C:13]=1[NH:23][S:24]([C:27]1[CH:32]=[CH:31][C:30](B(O)O)=[CH:29][CH:28]=1)(=[O:26])=[O:25].C(=O)([O-])[O-].[Na+].[Na+]. Product: [F:22][C:15]1[CH:14]=[C:13]([NH:23][S:24]([C:27]2[CH:28]=[CH:29][C:30]([C:2]3[CH:3]=[N:4][C:5]([CH2:8][O:9][CH3:10])=[N:6][CH:7]=3)=[CH:31][CH:32]=2)(=[O:25])=[O:26])[C:12]([F:11])=[CH:17][C:16]=1[C:18]([O:20][CH3:21])=[O:19]. The catalyst class is: 117. (7) Reactant: [NH2:1][C:2]1[CH:7]=[CH:6][CH:5]=[CH:4][C:3]=1[NH:8][C:9]([C:11]1[C:16]2[NH:17][C:18]([NH:20][C:21]([C:23]3[C:32]4[C:27](=[CH:28][CH:29]=[CH:30][CH:31]=4)[CH:26]=[CH:25][N:24]=3)=[O:22])=[N:19][C:15]=2[CH:14]=[CH:13][CH:12]=1)=O. Product: [NH:8]1[C:3]2[CH:4]=[CH:5][CH:6]=[CH:7][C:2]=2[N:1]=[C:9]1[C:11]1[C:16]2[NH:17][C:18]([NH:20][C:21]([C:23]3[C:32]4[C:27](=[CH:28][CH:29]=[CH:30][CH:31]=4)[CH:26]=[CH:25][N:24]=3)=[O:22])=[N:19][C:15]=2[CH:14]=[CH:13][CH:12]=1. The catalyst class is: 52. (8) Reactant: [CH:1]1([CH2:4][O:5][NH2:6])[CH2:3][CH2:2]1.C([O:9][C:10]([C:12]1[C:17]([NH:18][C:19]2[CH:24]=[CH:23][C:22]([CH3:25])=[CH:21][C:20]=2[F:26])=[C:16]([CH3:27])[C:15](=[O:28])[N:14]([CH3:29])[C:13]=1[CH3:30])=O)C.C[Si]([N-][Si](C)(C)C)(C)C.[Li+]. Product: [CH:1]1([CH2:4][O:5][NH:6][C:10]([C:12]2[C:17]([NH:18][C:19]3[CH:24]=[CH:23][C:22]([CH3:25])=[CH:21][C:20]=3[F:26])=[C:16]([CH3:27])[C:15](=[O:28])[N:14]([CH3:29])[C:13]=2[CH3:30])=[O:9])[CH2:3][CH2:2]1. The catalyst class is: 1. (9) Reactant: [CH2:1]([O:3][CH:4]([O:27][CH2:28][CH3:29])[C:5]1[CH:10]=[CH:9][C:8]([CH2:11][NH:12][CH2:13][C:14]2[N:15]([CH2:19][O:20][CH2:21][CH2:22][Si:23]([CH3:26])([CH3:25])[CH3:24])[CH:16]=[CH:17][N:18]=2)=[CH:7][CH:6]=1)[CH3:2].[NH:30]1[CH:34]=[CH:33][N:32]=[C:31]1[C:35](O)=[O:36].C(N(C(C)C)CC)(C)C.F[P-](F)(F)(F)(F)F.N1(OC(N(C)C)=[N+](C)C)C2N=CC=CC=2N=N1.[OH-].[Na+]. Product: [CH2:1]([O:3][CH:4]([O:27][CH2:28][CH3:29])[C:5]1[CH:6]=[CH:7][C:8]([CH2:11][N:12]([CH2:13][C:14]2[N:15]([CH2:19][O:20][CH2:21][CH2:22][Si:23]([CH3:26])([CH3:25])[CH3:24])[CH:16]=[CH:17][N:18]=2)[C:35]([C:31]2[NH:30][CH:34]=[CH:33][N:32]=2)=[O:36])=[CH:9][CH:10]=1)[CH3:2]. The catalyst class is: 4. (10) Reactant: [Br:1][C:2]1[CH:3]=[CH:4][C:5]([C:8]#[N:9])=[N:6][CH:7]=1.[NH4+].[Cl-].[N-:12]=[N+:13]=[N-:14].[Na+].Cl. Product: [Br:1][C:2]1[CH:3]=[CH:4][C:5]([C:8]2[N:12]=[N:13][NH:14][N:9]=2)=[N:6][CH:7]=1. The catalyst class is: 3.